Dataset: Forward reaction prediction with 1.9M reactions from USPTO patents (1976-2016). Task: Predict the product of the given reaction. (1) Given the reactants C([O-])([O-])=O.[Na+].[Na+].C(O)C.Cl[C:11]1[N:16]=[C:15]([O:17][CH3:18])[CH:14]=[CH:13][N:12]=1.[CH:19]([C:21]1[CH:26]=[CH:25][C:24](B(O)O)=[CH:23][CH:22]=1)=[O:20], predict the reaction product. The product is: [CH3:18][O:17][C:15]1[CH:14]=[CH:13][N:12]=[C:11]([C:24]2[CH:25]=[CH:26][C:21]([CH:19]=[O:20])=[CH:22][CH:23]=2)[N:16]=1. (2) Given the reactants [Br:1][C:2]1[CH:10]=[CH:9][C:5]([C:6](Cl)=[O:7])=[C:4]([F:11])[CH:3]=1.[CH3:12][OH:13].C(N(CC)CC)C, predict the reaction product. The product is: [CH3:12][O:13][C:6](=[O:7])[C:5]1[CH:9]=[CH:10][C:2]([Br:1])=[CH:3][C:4]=1[F:11]. (3) Given the reactants C1(C2C=CC=CC=2)C=CC(C2CC(OC)OC2OC)=CC=1.[CH3:22][O:23][CH:24]1[C:28]([C:29]2[CH:34]=[CH:33][C:32]([C:35]3[CH:40]=[CH:39][C:38]([C:41]#[N:42])=[CH:37][CH:36]=3)=[CH:31][CH:30]=2)=[CH:27][CH:26]([O:43][CH3:44])[O:25]1, predict the reaction product. The product is: [CH3:22][O:23][CH:24]1[CH:28]([C:29]2[CH:30]=[CH:31][C:32]([C:35]3[CH:40]=[CH:39][C:38]([C:41]#[N:42])=[CH:37][CH:36]=3)=[CH:33][CH:34]=2)[CH2:27][CH:26]([O:43][CH3:44])[O:25]1. (4) Given the reactants C1(COC(=O)[N:7]([CH2:24][CH:25]2[CH2:27][CH2:26]2)[C:8]2[S:12][C:11]([CH3:13])=[N:10][C:9]=2[C:14](=[O:23])[NH:15][C:16]2[CH:21]=[CH:20][N:19]=[C:18]([CH3:22])[N:17]=2)CC1, predict the reaction product. The product is: [CH3:22][C:18]1[N:17]=[C:16]([NH:15][C:14]([C:9]2[N:10]=[C:11]([CH3:13])[S:12][C:8]=2[NH:7][CH2:24][CH:25]2[CH2:27][CH2:26]2)=[O:23])[CH:21]=[CH:20][N:19]=1. (5) The product is: [CH:9]1[C:10]2[NH:11][C:12]3[C:17](=[CH:16][CH:15]=[CH:14][CH:13]=3)[C:18]=2[C:6]([O:5][CH2:4][C@@H:3]([OH:19])[CH2:2][NH:1][CH:43]2[CH2:42][CH2:41][N:40]([C:37]3[CH:36]=[CH:35][C:34]([S:31]([NH:30][C:24]4[CH:25]=[CH:26][C:27]([O:28][CH3:29])=[C:22]([O:21][CH3:20])[CH:23]=4)(=[O:32])=[O:33])=[CH:39][CH:38]=3)[CH2:45][CH2:44]2)=[CH:7][CH:8]=1. Given the reactants [NH2:1][CH2:2][CH:3]([OH:19])[CH2:4][O:5][C:6]1[C:18]2[C:17]3[C:12](=[CH:13][CH:14]=[CH:15][CH:16]=3)[NH:11][C:10]=2[CH:9]=[CH:8][CH:7]=1.[CH3:20][O:21][C:22]1[CH:23]=[C:24]([NH:30][S:31]([C:34]2[CH:39]=[CH:38][C:37]([N:40]3[CH2:45][CH2:44][C:43](=O)[CH2:42][CH2:41]3)=[CH:36][CH:35]=2)(=[O:33])=[O:32])[CH:25]=[CH:26][C:27]=1[O:28][CH3:29], predict the reaction product.